Dataset: hERG potassium channel inhibition data for cardiac toxicity prediction from Karim et al.. Task: Regression/Classification. Given a drug SMILES string, predict its toxicity properties. Task type varies by dataset: regression for continuous values (e.g., LD50, hERG inhibition percentage) or binary classification for toxic/non-toxic outcomes (e.g., AMES mutagenicity, cardiotoxicity, hepatotoxicity). Dataset: herg_karim. (1) The drug is Cc1cc(C(C)Nc2ccccc2)c2nc(N3CCOCC3)cc(=O)n2c1. The result is 0 (non-blocker). (2) The result is 1 (blocker). The molecule is COc1ccc([C@]2(c3ccc(F)cc3)N=C(c3cc(C#N)ccn3)N[C@H]2C)cn1.Cl.